This data is from Catalyst prediction with 721,799 reactions and 888 catalyst types from USPTO. The task is: Predict which catalyst facilitates the given reaction. (1) Reactant: N(C(OCC)=O)=NC(OCC)=O.C1(P(C2C=CC=CC=2)C2C=CC=CC=2)C=CC=CC=1.[CH2:32]([O:39][CH2:40][C@@H:41]1[O:46][CH2:45][C@@:44]([NH:55][C:56]([NH:58][C:59](=[O:66])[C:60]2[CH:65]=[CH:64][CH:63]=[CH:62][CH:61]=2)=[S:57])([C:47]2[CH:52]=[CH:51][C:50]([F:53])=[CH:49][C:48]=2[F:54])[C@H:43]([C@@H:67](O)[CH3:68])[CH2:42]1)[C:33]1[CH:38]=[CH:37][CH:36]=[CH:35][CH:34]=1. Product: [CH2:32]([O:39][CH2:40][C@@H:41]1[O:46][CH2:45][C@:44]2([C:47]3[CH:52]=[CH:51][C:50]([F:53])=[CH:49][C:48]=3[F:54])[N:55]=[C:56]([NH:58][C:59](=[O:66])[C:60]3[CH:65]=[CH:64][CH:63]=[CH:62][CH:61]=3)[S:57][C@H:67]([CH3:68])[C@@H:43]2[CH2:42]1)[C:33]1[CH:34]=[CH:35][CH:36]=[CH:37][CH:38]=1. The catalyst class is: 7. (2) Reactant: [CH3:1][O:2][CH2:3][CH2:4][O:5][C:6]1[CH:15]=[C:14]2[C:9]([CH:10]=[CH:11][C:12]([CH3:16])=[N:13]2)=[CH:8][CH:7]=1.[Se](=O)=[O:18]. Product: [CH3:1][O:2][CH2:3][CH2:4][O:5][C:6]1[CH:15]=[C:14]2[C:9]([CH:10]=[CH:11][C:12]([CH:16]=[O:18])=[N:13]2)=[CH:8][CH:7]=1. The catalyst class is: 38. (3) Reactant: [C:1]1([CH:7]2[CH2:11][CH2:10][NH:9][C:8]2=[O:12])[CH:6]=[CH:5][CH:4]=[CH:3][CH:2]=1.[CH:13]1([CH2:16]Br)[CH2:15][CH2:14]1.CN(C)C=O.[H-].[Na+]. Product: [CH:13]1([CH2:16][N:9]2[CH2:10][CH2:11][CH:7]([C:1]3[CH:2]=[CH:3][CH:4]=[CH:5][CH:6]=3)[C:8]2=[O:12])[CH2:15][CH2:14]1. The catalyst class is: 6. (4) Reactant: Br[CH2:2][CH2:3][CH2:4][CH2:5][CH2:6][CH2:7][CH2:8][CH2:9][CH2:10][N:11]([CH2:19][C@H:20]([OH:32])[C:21]1[C:29]2[S:28][C:27](=[O:30])[NH:26][C:25]=2[C:24]([OH:31])=[CH:23][CH:22]=1)[C:12](=[O:18])[O:13][C:14]([CH3:17])([CH3:16])[CH3:15].FC(F)(F)C(O)=O.[F:40][C:41]([F:56])([F:55])[C:42]([N:44]1[CH2:49][C:48]2([CH2:54][CH2:53][NH:52][CH2:51][CH2:50]2)[O:47][CH2:46][CH2:45]1)=[O:43].C(N(CC)CC)C. Product: [OH:32][C@H:20]([C:21]1[C:29]2[S:28][C:27](=[O:30])[NH:26][C:25]=2[C:24]([OH:31])=[CH:23][CH:22]=1)[CH2:19][N:11]([CH2:10][CH2:9][CH2:8][CH2:7][CH2:6][CH2:5][CH2:4][CH2:3][CH2:2][N:52]1[CH2:53][CH2:54][C:48]2([O:47][CH2:46][CH2:45][N:44]([C:42](=[O:43])[C:41]([F:40])([F:55])[F:56])[CH2:49]2)[CH2:50][CH2:51]1)[C:12](=[O:18])[O:13][C:14]([CH3:17])([CH3:16])[CH3:15]. The catalyst class is: 23. (5) Reactant: [CH2:1]([N:4]([CH2:24][CH:25]=[CH2:26])[C:5]1[C:10]([N+:11]([O-])=O)=[C:9]([NH:14][CH2:15][C:16]2[CH:21]=[CH:20][CH:19]=[CH:18][CH:17]=2)[C:8]([CH3:22])=[C:7]([CH3:23])[N:6]=1)[CH:2]=[CH2:3].Cl.O.[OH-].[Na+]. Product: [CH2:24]([N:4]([CH2:1][CH:2]=[CH2:3])[C:5]1[C:10]([NH2:11])=[C:9]([NH:14][CH2:15][C:16]2[CH:21]=[CH:20][CH:19]=[CH:18][CH:17]=2)[C:8]([CH3:22])=[C:7]([CH3:23])[N:6]=1)[CH:25]=[CH2:26]. The catalyst class is: 186. (6) Reactant: Cl.[F:2][CH2:3][C@@H:4]1[C@@H:8]([C:9]2[CH:14]=[CH:13][C:12]([S:15]([CH2:18][F:19])(=[O:17])=[O:16])=[CH:11][CH:10]=2)[O:7]C(C)(C)[N:5]1C(OC(C)(C)C)=O. Product: [NH2:5][C@H:4]([CH2:3][F:2])[C@@H:8]([C:9]1[CH:10]=[CH:11][C:12]([S:15]([CH2:18][F:19])(=[O:17])=[O:16])=[CH:13][CH:14]=1)[OH:7]. The catalyst class is: 5. (7) Reactant: C(OC([NH:8][CH2:9][CH:10]([C:15]1[CH:20]=[CH:19][C:18]([Cl:21])=[CH:17][CH:16]=1)[C:11]([O:13][CH3:14])=[O:12])=O)(C)(C)C.Cl. Product: [ClH:21].[NH2:8][CH2:9][CH:10]([C:15]1[CH:16]=[CH:17][C:18]([Cl:21])=[CH:19][CH:20]=1)[C:11]([O:13][CH3:14])=[O:12]. The catalyst class is: 440.